Dataset: NCI-60 drug combinations with 297,098 pairs across 59 cell lines. Task: Regression. Given two drug SMILES strings and cell line genomic features, predict the synergy score measuring deviation from expected non-interaction effect. (1) Drug 1: C1CCC(CC1)NC(=O)N(CCCl)N=O. Drug 2: C1=C(C(=O)NC(=O)N1)N(CCCl)CCCl. Cell line: MDA-MB-435. Synergy scores: CSS=1.60, Synergy_ZIP=-0.998, Synergy_Bliss=-3.47, Synergy_Loewe=-7.74, Synergy_HSA=-7.23. (2) Drug 1: CC1=C(C=C(C=C1)NC(=O)C2=CC=C(C=C2)CN3CCN(CC3)C)NC4=NC=CC(=N4)C5=CN=CC=C5. Drug 2: CC(C)CN1C=NC2=C1C3=CC=CC=C3N=C2N. Cell line: M14. Synergy scores: CSS=-4.62, Synergy_ZIP=3.87, Synergy_Bliss=3.80, Synergy_Loewe=-4.11, Synergy_HSA=-2.66. (3) Drug 1: C1CN1P(=S)(N2CC2)N3CC3. Drug 2: CC1=C(C(=O)C2=C(C1=O)N3CC4C(C3(C2COC(=O)N)OC)N4)N. Cell line: SR. Synergy scores: CSS=82.4, Synergy_ZIP=1.12, Synergy_Bliss=1.31, Synergy_Loewe=-0.230, Synergy_HSA=2.34. (4) Drug 1: CS(=O)(=O)C1=CC(=C(C=C1)C(=O)NC2=CC(=C(C=C2)Cl)C3=CC=CC=N3)Cl. Drug 2: CC1=C(C=C(C=C1)NC2=NC=CC(=N2)N(C)C3=CC4=NN(C(=C4C=C3)C)C)S(=O)(=O)N.Cl. Cell line: M14. Synergy scores: CSS=5.83, Synergy_ZIP=5.63, Synergy_Bliss=12.3, Synergy_Loewe=7.67, Synergy_HSA=8.15. (5) Drug 1: CC1=C2C(C(=O)C3(C(CC4C(C3C(C(C2(C)C)(CC1OC(=O)C(C(C5=CC=CC=C5)NC(=O)C6=CC=CC=C6)O)O)OC(=O)C7=CC=CC=C7)(CO4)OC(=O)C)O)C)OC(=O)C. Drug 2: C1CCC(C(C1)N)N.C(=O)(C(=O)[O-])[O-].[Pt+4]. Cell line: RXF 393. Synergy scores: CSS=17.6, Synergy_ZIP=-6.06, Synergy_Bliss=0.383, Synergy_Loewe=-23.1, Synergy_HSA=-1.86. (6) Drug 1: CNC(=O)C1=NC=CC(=C1)OC2=CC=C(C=C2)NC(=O)NC3=CC(=C(C=C3)Cl)C(F)(F)F. Drug 2: C1CC(=O)NC(=O)C1N2C(=O)C3=CC=CC=C3C2=O. Cell line: SF-295. Synergy scores: CSS=0.708, Synergy_ZIP=2.38, Synergy_Bliss=3.33, Synergy_Loewe=-0.707, Synergy_HSA=-0.260. (7) Drug 1: C1=NC2=C(N=C(N=C2N1C3C(C(C(O3)CO)O)F)Cl)N. Drug 2: C(CC(=O)O)C(=O)CN.Cl. Cell line: SK-OV-3. Synergy scores: CSS=20.3, Synergy_ZIP=-2.77, Synergy_Bliss=5.83, Synergy_Loewe=3.18, Synergy_HSA=2.98. (8) Drug 1: C1=CC(=C2C(=C1NCCNCCO)C(=O)C3=C(C=CC(=C3C2=O)O)O)NCCNCCO. Drug 2: C1=CC(=CC=C1CCCC(=O)O)N(CCCl)CCCl. Cell line: SW-620. Synergy scores: CSS=30.8, Synergy_ZIP=-9.60, Synergy_Bliss=-13.3, Synergy_Loewe=-15.7, Synergy_HSA=-7.61. (9) Drug 1: CC1=C2C(C(=O)C3(C(CC4C(C3C(C(C2(C)C)(CC1OC(=O)C(C(C5=CC=CC=C5)NC(=O)C6=CC=CC=C6)O)O)OC(=O)C7=CC=CC=C7)(CO4)OC(=O)C)O)C)OC(=O)C. Drug 2: C(=O)(N)NO. Cell line: SK-OV-3. Synergy scores: CSS=33.0, Synergy_ZIP=-5.21, Synergy_Bliss=-1.84, Synergy_Loewe=-66.2, Synergy_HSA=-3.61.